From a dataset of Reaction yield outcomes from USPTO patents with 853,638 reactions. Predict the reaction yield, written as a fraction of the theoretical maximum amount of product (1.0 means a 100% yield; for example, 0.34 means a 34% yield). (1) The reactants are Cl.[CH3:2][C:3]1[C:7]([CH2:8][N:9]2[CH:13]=[C:12]([NH2:14])[CH:11]=[N:10]2)=[C:6]([CH3:15])[O:5][N:4]=1.[N:16]1[CH:21]=[CH:20][CH:19]=[CH:18][C:17]=1[C:22](O)=[O:23].C1C=CC2N(O)N=NC=2C=1.C(N(CC)CC)C.C(Cl)CCl. The catalyst is C(Cl)Cl. The product is [CH3:2][C:3]1[C:7]([CH2:8][N:9]2[CH:13]=[C:12]([NH:14][C:22](=[O:23])[C:17]3[CH:18]=[CH:19][CH:20]=[CH:21][N:16]=3)[CH:11]=[N:10]2)=[C:6]([CH3:15])[O:5][N:4]=1. The yield is 0.600. (2) The reactants are [CH3:1][C:2]1([CH3:11])[C:5](=[O:6])[CH2:4][CH:3]1[C:7]([O:9]C)=[O:8].[OH-].[Na+].Cl. The catalyst is CO. The product is [CH3:1][C:2]1([CH3:11])[C:5](=[O:6])[CH2:4][CH:3]1[C:7]([OH:9])=[O:8]. The yield is 0.880. (3) The reactants are [CH2:1]([C:3]1([C:9]([OH:11])=[O:10])[CH2:8][CH2:7][NH:6][CH2:5][CH2:4]1)[CH3:2].[C:12]([CH:16]1[CH2:21][CH2:20][CH:19]([O:22][C:23]2[CH:24]=[C:25]3[C:30](=[CH:31][CH:32]=2)[CH:29]=[C:28]([CH:33]=O)[CH:27]=[CH:26]3)[CH2:18][CH2:17]1)([CH3:15])([CH3:14])[CH3:13].C(O)(=O)C.CO.C([BH3-])#N.[Na+]. No catalyst specified. The product is [C:12]([CH:16]1[CH2:21][CH2:20][CH:19]([O:22][C:23]2[CH:24]=[C:25]3[C:30](=[CH:31][CH:32]=2)[CH:29]=[C:28]([CH2:33][N:6]2[CH2:5][CH2:4][C:3]([CH2:1][CH3:2])([C:9]([OH:11])=[O:10])[CH2:8][CH2:7]2)[CH:27]=[CH:26]3)[CH2:18][CH2:17]1)([CH3:15])([CH3:14])[CH3:13]. The yield is 0.0200. (4) The reactants are [Cl:1][C:2]1[C:7]([C:8]2[CH:13]=[CH:12][CH:11]=[C:10]([CH2:14][CH3:15])[CH:9]=2)=[C:6]([C:16]([C@@H:26]2[CH2:31][CH2:30][CH2:29][N:28]([C:32]([C:34]3[CH:39]=[CH:38][C:37]([CH2:40][N:41]([C:43]([O:45][C:46]([CH3:49])([CH3:48])[CH3:47])=[O:44])[CH3:42])=[CH:36][C:35]=3[CH2:50][CH2:51][C:52]#[N:53])=[O:33])[CH2:27]2)([OH:25])[CH2:17][CH2:18][CH2:19][NH:20][C:21](=[O:24])[O:22][CH3:23])[CH:5]=[CH:4][CH:3]=1.OO.C(=O)([O-])[O-:57].[K+].[K+]. The catalyst is CS(C)=O. The product is [NH2:53][C:52](=[O:57])[CH2:51][CH2:50][C:35]1[CH:36]=[C:37]([CH2:40][N:41]([CH3:42])[C:43](=[O:44])[O:45][C:46]([CH3:47])([CH3:48])[CH3:49])[CH:38]=[CH:39][C:34]=1[C:32]([N:28]1[CH2:29][CH2:30][CH2:31][C@@H:26]([C:16]([C:6]2[CH:5]=[CH:4][CH:3]=[C:2]([Cl:1])[C:7]=2[C:8]2[CH:13]=[CH:12][CH:11]=[C:10]([CH2:14][CH3:15])[CH:9]=2)([OH:25])[CH2:17][CH2:18][CH2:19][NH:20][C:21]([O:22][CH3:23])=[O:24])[CH2:27]1)=[O:33]. The yield is 0.890. (5) The reactants are [C:1]([O:5][C:6]([NH:8][CH2:9][CH:10]1[CH2:15][CH2:14][CH2:13][NH:12][CH2:11]1)=[O:7])([CH3:4])([CH3:3])[CH3:2].C[Si]([N:20]=[C:21]=[O:22])(C)C. The catalyst is ClCCl. The product is [C:1]([O:5][C:6]([NH:8][CH2:9][CH:10]1[CH2:15][CH2:14][CH2:13][N:12]([C:21]([NH2:20])=[O:22])[CH2:11]1)=[O:7])([CH3:4])([CH3:2])[CH3:3]. The yield is 0.850. (6) The reactants are C(OC(=O)[NH:7][CH:8]([CH3:19])[C:9]([N:11]1[CH2:16][CH2:15][S:14](=[O:18])(=[O:17])[CH2:13][CH2:12]1)=[O:10])(C)(C)C.FC(F)(F)C(O)=O. The catalyst is C(Cl)Cl. The product is [NH2:7][CH:8]([CH3:19])[C:9]([N:11]1[CH2:16][CH2:15][S:14](=[O:18])(=[O:17])[CH2:13][CH2:12]1)=[O:10]. The yield is 1.00.